Dataset: hERG Central: cardiac toxicity at 1µM, 10µM, and general inhibition. Task: Predict hERG channel inhibition at various concentrations. (1) The molecule is COC(=O)C1Sc2[nH]c(=O)sc2C(c2ccc(Cl)cc2)C1C(=O)OC. Results: hERG_inhib (hERG inhibition (general)): blocker. (2) The drug is COc1cccc(N2CCc3c(C)nc4ccc(Cl)cc4c32)c1. Results: hERG_inhib (hERG inhibition (general)): blocker.